Dataset: Full USPTO retrosynthesis dataset with 1.9M reactions from patents (1976-2016). Task: Predict the reactants needed to synthesize the given product. (1) Given the product [C:20]([OH:22])(=[O:21])[CH3:12].[OH:19][CH2:18][CH2:17][CH2:16][CH:13]1[CH2:14][CH2:15][NH:10][CH2:11][CH:12]1[C:20]([O:22][CH3:23])=[O:21], predict the reactants needed to synthesize it. The reactants are: CO.C([N:10]1[CH2:15][CH2:14][CH:13]([CH2:16][CH2:17][CH2:18][OH:19])[CH:12]([C:20]([O:22][CH3:23])=[O:21])[CH2:11]1)C1C=CC=CC=1. (2) Given the product [CH2:15]([NH:14][C:12]([NH:11][C:8]1[S:9][C:10]2[C:2]([C:57]3[CH:62]=[C:61]([CH3:63])[CH:60]=[CH:59][N:58]=3)=[CH:3][C:4]([C:17]3[CH:22]=[N:21][C:20]([N:23]4[CH2:24][CH2:25][C:26]([CH3:34])([C:29]([O:31][CH2:32][CH3:33])=[O:30])[CH2:27][CH2:28]4)=[N:19][CH:18]=3)=[CH:5][C:6]=2[N:7]=1)=[O:13])[CH3:16], predict the reactants needed to synthesize it. The reactants are: Br[C:2]1[C:10]2[S:9][C:8]([NH:11][C:12]([NH:14][CH2:15][CH3:16])=[O:13])=[N:7][C:6]=2[CH:5]=[C:4]([C:17]2[CH:18]=[N:19][C:20]([N:23]3[CH2:28][CH2:27][C:26]([CH3:34])([C:29]([O:31][CH2:32][CH3:33])=[O:30])[CH2:25][CH2:24]3)=[N:21][CH:22]=2)[CH:3]=1.B1(B2OCC(C)(C)CO2)OCC(C)(C)CO1.C([O-])(=O)C.[K+].Cl[C:57]1[CH:62]=[C:61]([CH3:63])[CH:60]=[CH:59][N:58]=1.C([O-])([O-])=O.[Cs+].[Cs+]. (3) Given the product [CH3:26][O:27][C:28]1[CH:29]=[C:30]([NH:31][C:2]2[C:11]3=[N:12][NH:13][CH:14]=[C:10]3[C:9]3[C:8]([O:24][CH3:25])=[CH:7][CH:6]=[CH:5][C:4]=3[N:3]=2)[CH:32]=[CH:33][C:34]=1[O:35][CH3:36], predict the reactants needed to synthesize it. The reactants are: Cl[C:2]1[C:11]2=[N:12][N:13](CC3C=CC(OC)=CC=3)[CH:14]=[C:10]2[C:9]2[C:8]([O:24][CH3:25])=[CH:7][CH:6]=[CH:5][C:4]=2[N:3]=1.[CH3:26][O:27][C:28]1[CH:29]=[C:30]([CH:32]=[CH:33][C:34]=1[O:35][CH3:36])[NH2:31].Cl.